Dataset: Catalyst prediction with 721,799 reactions and 888 catalyst types from USPTO. Task: Predict which catalyst facilitates the given reaction. (1) Reactant: [O:1]([C:8]1[CH:27]=[CH:26][C:11]([O:12][C:13]2[CH:18]=[CH:17][N:16]=[CH:15][C:14]=2[C:19]2[CH:20]=[C:21]([CH:23]=[CH:24][CH:25]=2)[NH2:22])=[CH:10][CH:9]=1)[C:2]1[CH:7]=[CH:6][CH:5]=[CH:4][CH:3]=1.N1C=CC=CC=1.CN1C[CH2:38][CH2:37][C:36]1=[O:40]. Product: [O:1]([C:8]1[CH:9]=[CH:10][C:11]([O:12][C:13]2[CH:18]=[CH:17][N:16]=[CH:15][C:14]=2[C:19]2[CH:20]=[C:21]([NH:22][C:36](=[O:40])[CH2:37][CH3:38])[CH:23]=[CH:24][CH:25]=2)=[CH:26][CH:27]=1)[C:2]1[CH:7]=[CH:6][CH:5]=[CH:4][CH:3]=1. The catalyst class is: 4. (2) Reactant: [OH:1][C:2]1[CH:11]=[C:10]([CH2:12][C:13]([OH:15])=[O:14])[CH:9]=[C:8]2[C:3]=1[C@@H:4]1[CH2:21][C:20](=[O:22])[CH2:19][CH2:18][C@H:5]1[C:6]([CH3:17])([CH3:16])[O:7]2.C(=O)(O)[O-].[Na+].Br[CH2:29][CH2:30][CH2:31][CH3:32]. Product: [CH2:29]([O:14][C:13](=[O:15])[CH2:12][C:10]1[CH:9]=[C:8]2[C:3]([C@@H:4]3[CH2:21][C:20](=[O:22])[CH2:19][CH2:18][C@H:5]3[C:6]([CH3:17])([CH3:16])[O:7]2)=[C:2]([OH:1])[CH:11]=1)[CH2:30][CH2:31][CH3:32]. The catalyst class is: 9. (3) Reactant: C(N(CC)CC)C.[CH:8]1([C:14](Cl)=[O:15])[CH2:13][CH2:12][CH2:11][CH2:10][CH2:9]1.[C:17]([O:21][C:22]([NH:24][C@H:25]1[CH2:31][CH2:30][C@@H:29]([OH:32])[CH2:28][NH:27][C:26]1=[O:33])=[O:23])([CH3:20])([CH3:19])[CH3:18]. Product: [C:17]([O:21][C:22]([NH:24][C@H:25]1[CH2:31][CH2:30][C@@H:29]([O:32][C:14]([CH:8]2[CH2:13][CH2:12][CH2:11][CH2:10][CH2:9]2)=[O:15])[CH2:28][NH:27][C:26]1=[O:33])=[O:23])([CH3:20])([CH3:18])[CH3:19]. The catalyst class is: 2. (4) Reactant: [CH:1]1([N:5]2[C:9]3[N:10]=[C:11]([CH:17]4[CH2:19][CH2:18]4)[CH:12]=[C:13]([C:14](O)=[O:15])[C:8]=3[C:7]([CH3:20])=[N:6]2)[CH2:4][CH2:3][CH2:2]1.[NH2:21][CH2:22][C:23]1[C:24](=[O:31])[NH:25][C:26]([CH3:30])=[CH:27][C:28]=1[CH3:29].ON1C2N=CC=CC=2N=N1.C(Cl)CCl.CN1CCOCC1. Product: [CH:1]1([N:5]2[C:9]3[N:10]=[C:11]([CH:17]4[CH2:18][CH2:19]4)[CH:12]=[C:13]([C:14]([NH:21][CH2:22][C:23]4[C:24](=[O:31])[NH:25][C:26]([CH3:30])=[CH:27][C:28]=4[CH3:29])=[O:15])[C:8]=3[C:7]([CH3:20])=[N:6]2)[CH2:4][CH2:3][CH2:2]1. The catalyst class is: 16. (5) The catalyst class is: 21. Reactant: [Br:1][C:2]1[C:11](=[O:12])[C:10]2[C:5](=[CH:6][CH:7]=[CH:8][CH:9]=2)[C:4](=[O:13])[C:3]=1[CH2:14][CH:15]([CH3:21])[C:16]([O:18]CC)=[O:17].BrC1C(=O)C2C(=CC=CC=2)C(=O)C=1CCC(O)=O. Product: [Br:1][C:2]1[C:11](=[O:12])[C:10]2[C:5](=[CH:6][CH:7]=[CH:8][CH:9]=2)[C:4](=[O:13])[C:3]=1[CH2:14][CH:15]([CH3:21])[C:16]([OH:18])=[O:17]. (6) Reactant: Cl[CH2:2][CH:3]([CH2:12]Cl)[C:4]([C:6]1[CH:11]=[CH:10][CH:9]=[CH:8][CH:7]=1)=[O:5].[O:14]1[CH2:19][CH:18]=[C:17](N2CCCC2)[CH2:16][CH2:15]1.[OH2:25]. Product: [C:4]([CH:3]1[CH2:12][C@H:16]2[C:17](=[O:25])[C@H:18]([CH2:19][O:14][CH2:15]2)[CH2:2]1)(=[O:5])[C:6]1[CH:11]=[CH:10][CH:9]=[CH:8][CH:7]=1. The catalyst class is: 23.